Dataset: Full USPTO retrosynthesis dataset with 1.9M reactions from patents (1976-2016). Task: Predict the reactants needed to synthesize the given product. Given the product [CH3:9][O:10][C:11](=[O:23])[CH:12]([C:13]1[CH:14]=[CH:15][C:16]([C:19]([CH3:20])([CH3:22])[CH3:21])=[CH:17][CH:18]=1)[CH2:38][C:35]1[CH:36]=[CH:37][C:32]([O:31][CH2:24][C:25]2[CH:30]=[CH:29][CH:28]=[CH:27][CH:26]=2)=[CH:33][CH:34]=1, predict the reactants needed to synthesize it. The reactants are: [Li+].CC([N-]C(C)C)C.[CH3:9][O:10][C:11](=[O:23])[CH2:12][C:13]1[CH:18]=[CH:17][C:16]([C:19]([CH3:22])([CH3:21])[CH3:20])=[CH:15][CH:14]=1.[CH2:24]([O:31][C:32]1[CH:37]=[CH:36][C:35]([CH2:38]Br)=[CH:34][CH:33]=1)[C:25]1[CH:30]=[CH:29][CH:28]=[CH:27][CH:26]=1.[Cl-].[NH4+].